This data is from Catalyst prediction with 721,799 reactions and 888 catalyst types from USPTO. The task is: Predict which catalyst facilitates the given reaction. (1) Reactant: [F:1][C:2]1[CH:7]=[CH:6][CH:5]=[CH:4][C:3]=1[NH:8][C:9]1[O:13][C:12]([C:14]([O:16]CC)=O)=[N:11][N:10]=1.[OH-].[Na+].[CH:21]([N:24]1[CH2:29][CH2:28][N:27]([C:30]2[CH:35]=[CH:34][C:33]([NH2:36])=[CH:32][CH:31]=2)[CH2:26][CH2:25]1)([CH3:23])[CH3:22].C1C=CC2N(O)N=NC=2C=1.CCN=C=NCCCN(C)C. Product: [F:1][C:2]1[CH:7]=[CH:6][CH:5]=[CH:4][C:3]=1[NH:8][C:9]1[O:13][C:12]([C:14]([NH:36][C:33]2[CH:32]=[CH:31][C:30]([N:27]3[CH2:26][CH2:25][N:24]([CH:21]([CH3:23])[CH3:22])[CH2:29][CH2:28]3)=[CH:35][CH:34]=2)=[O:16])=[N:11][N:10]=1. The catalyst class is: 136. (2) Reactant: [C:1]([C:5]1[CH:10]=[CH:9][CH:8]=[CH:7][C:6]=1[O:11][CH3:12])([CH3:4])([CH3:3])[CH3:2].[Br-:13].[Br-].[Br-].[NH+]1C=CC=CC=1.[NH+]1C=CC=CC=1.[NH+]1C=CC=CC=1. Product: [C:1]([C:5]1[CH:10]=[C:9]([Br:13])[CH:8]=[CH:7][C:6]=1[O:11][CH3:12])([CH3:4])([CH3:2])[CH3:3]. The catalyst class is: 34. (3) Reactant: C([N:8]1[CH2:13][CH2:12][O:11][CH:10]([C:14]2[CH:19]=[CH:18][C:17]([F:20])=[CH:16][C:15]=2[Cl:21])[CH2:9]1)C1C=CC=CC=1.ClC(OC(Cl)C)=O.CO. Product: [Cl:21][CH:15]1[CH:14]([CH:10]2[O:11][CH2:12][CH2:13][NH:8][CH2:9]2)[CH:19]=[CH:18][C:17]([F:20])=[CH:16]1. The catalyst class is: 2. (4) Reactant: [C:1]([N:5]1[CH:9]=[CH:8][CH:7]=[N:6]1)([CH3:4])([CH3:3])[CH3:2].C1C(=O)N([Br:17])C(=O)C1.S(=O)(O)[O-].[Na+]. Product: [Br:17][C:8]1[CH:7]=[N:6][N:5]([C:1]([CH3:4])([CH3:3])[CH3:2])[CH:9]=1. The catalyst class is: 4. (5) Reactant: [Br:1][C:2]1[CH:7]=[C:6]([F:8])[C:5]([CH2:9]O)=[C:4]([F:11])[CH:3]=1.[Br:12]P(Br)Br. Product: [Br:1][C:2]1[CH:7]=[C:6]([F:8])[C:5]([CH2:9][Br:12])=[C:4]([F:11])[CH:3]=1. The catalyst class is: 2.